From a dataset of Forward reaction prediction with 1.9M reactions from USPTO patents (1976-2016). Predict the product of the given reaction. (1) The product is: [NH2:31][C:32]1[N:37]=[CH:36][C:35](/[CH:38]=[CH:39]/[C:40]([N:2]([CH3:1])[CH2:3][C:4]2[S:8][C:7]3[CH:9]=[CH:10][CH:11]=[CH:12][C:6]=3[C:5]=2[CH3:13])=[O:42])=[CH:34][CH:33]=1. Given the reactants [CH3:1][NH:2][CH2:3][C:4]1[S:8][C:7]2[CH:9]=[CH:10][CH:11]=[CH:12][C:6]=2[C:5]=1[CH3:13].CNCC1C=CC2C(=CC=CC=2)C=1CCC.Cl.[NH2:31][C:32]1[N:37]=[CH:36][C:35](/[CH:38]=[CH:39]/[C:40]([OH:42])=O)=[CH:34][CH:33]=1.Cl.CN1CC2C=C(/C=C/C(O)=O)C=NC=2NC(=O)C1, predict the reaction product. (2) Given the reactants [Cl:1][C:2]1[N:3]=[CH:4][C:5]2[C:10]([CH3:11])=[CH:9][NH:8][C:6]=2[N:7]=1.Br[C:13]1[CH:18]=[CH:17][CH:16]=[CH:15][N:14]=1.[O-]P([O-])([O-])=O.[K+].[K+].[K+].N[C@@H]1CCCC[C@H]1N, predict the reaction product. The product is: [Cl:1][C:2]1[N:3]=[CH:4][C:5]2[C:10]([CH3:11])=[CH:9][N:8]([C:13]3[CH:18]=[CH:17][CH:16]=[CH:15][N:14]=3)[C:6]=2[N:7]=1. (3) Given the reactants Br[C:2]([C:8]1[CH:13]=[CH:12][CH:11]=[CH:10][CH:9]=1)([CH3:7])[C:3]([O:5][CH3:6])=[O:4].[NH:14]1[CH2:19][CH2:18][O:17][CH2:16][CH2:15]1, predict the reaction product. The product is: [N:14]1([C:2]([C:8]2[CH:13]=[CH:12][CH:11]=[CH:10][CH:9]=2)([CH3:7])[C:3]([O:5][CH3:6])=[O:4])[CH2:19][CH2:18][O:17][CH2:16][CH2:15]1. (4) The product is: [Cl:13][C:2]1[CH:10]=[CH:9][CH:8]=[CH:7][C:3]=1[C:4]1[N:6]=[C:4]([N:14]2[CH2:18][CH2:17][CH2:16][CH2:15]2)[C:3]2[C:2](=[CH:10][CH:9]=[CH:8][C:7]=2[O:11][CH3:12])[N:1]=1. Given the reactants [NH2:1][C:2]1[CH:10]=[CH:9][CH:8]=[C:7]([O:11][CH3:12])[C:3]=1[C:4]([NH2:6])=O.[Cl-:13].[NH:14]1[CH2:18][CH2:17][CH2:16][CH2:15]1, predict the reaction product.